Predict the reactants needed to synthesize the given product. From a dataset of Full USPTO retrosynthesis dataset with 1.9M reactions from patents (1976-2016). Given the product [O:10]=[C:8]([CH:7]([NH:11][C:12](=[O:14])[CH3:13])[CH2:6][CH2:5][CH2:4][CH2:3][CH2:2][CH3:1])[CH3:20], predict the reactants needed to synthesize it. The reactants are: [CH3:1][CH2:2][CH2:3][CH2:4][CH2:5][CH2:6][CH:7]([NH2:11])[C:8]([OH:10])=O.[C:12](OC(=O)C)(=[O:14])[CH3:13].N1C=CC=C[CH:20]=1.